From a dataset of Forward reaction prediction with 1.9M reactions from USPTO patents (1976-2016). Predict the product of the given reaction. The product is: [N+:16]([C:13]1[CH:14]=[CH:15][C:10]([CH2:9][S:2]([O-:5])(=[O:4])=[O:3])=[CH:11][CH:12]=1)([O-:18])=[O:17].[Na+:6]. Given the reactants O.[S:2]([O-:5])([O-:4])=[O:3].[Na+:6].[Na+].Cl[CH2:9][C:10]1[CH:15]=[CH:14][C:13]([N+:16]([O-:18])=[O:17])=[CH:12][CH:11]=1, predict the reaction product.